From a dataset of Full USPTO retrosynthesis dataset with 1.9M reactions from patents (1976-2016). Predict the reactants needed to synthesize the given product. (1) Given the product [CH3:31][Si:30]([CH3:33])([CH3:32])[C:28]#[C:29][C:2]1[CH:7]=[CH:6][CH:5]=[CH:4][C:3]=1[CH2:8][CH2:9][NH:10][C:11](=[O:20])[O:12][CH2:13][C:14]1[CH:19]=[CH:18][CH:17]=[CH:16][CH:15]=1, predict the reactants needed to synthesize it. The reactants are: Br[C:2]1[CH:7]=[CH:6][CH:5]=[CH:4][C:3]=1[CH2:8][CH2:9][NH:10][C:11](=[O:20])[O:12][CH2:13][C:14]1[CH:19]=[CH:18][CH:17]=[CH:16][CH:15]=1.C(N(CC)CC)C.[C:28]([Si:30]([CH3:33])([CH3:32])[CH3:31])#[CH:29].[OH-].[Na+]. (2) Given the product [CH:1]1([O:7][C:8]2[C:13]3[C:14]([N:36]4[CH2:40][CH2:39][CH2:38][CH2:37]4)=[N:15][NH:16][C:12]=3[CH:11]=[CH:10][N:9]=2)[CH2:2][CH2:3][CH2:4][CH2:5][CH2:6]1, predict the reactants needed to synthesize it. The reactants are: [CH:1]1([O:7][C:8]2[C:13]3[C:14]([N:36]4[CH2:40][CH2:39][CH2:38][CH2:37]4)=[N:15][N:16](C(C4C=CC=CC=4)(C4C=CC=CC=4)C4C=CC=CC=4)[C:12]=3[CH:11]=[CH:10][N:9]=2)[CH2:6][CH2:5][CH2:4][CH2:3][CH2:2]1.C(Cl)Cl. (3) The reactants are: [O:1]=[C:2]([NH:21][C:22]1[CH:27]=[CH:26][C:25]([C:28]#[C:29][C:30]2[C:35]([F:36])=[C:34]([F:37])[N:33]=[C:32]([F:38])[C:31]=2[F:39])=[CH:24][CH:23]=1)[C@@H:3]([NH:13]C(=O)OC(C)(C)C)[CH2:4][NH:5]C(=O)OC(C)(C)C.NCCCC[C@H](NC(=O)[C@@H](N)C)C(NC1C=CC(C#CC2C(F)=C(F)N=C(F)C=2F)=CC=1)=O. Given the product [NH2:13][C@@H:3]([CH2:4][NH2:5])[C:2]([NH:21][C:22]1[CH:27]=[CH:26][C:25]([C:28]#[C:29][C:30]2[C:35]([F:36])=[C:34]([F:37])[N:33]=[C:32]([F:38])[C:31]=2[F:39])=[CH:24][CH:23]=1)=[O:1], predict the reactants needed to synthesize it. (4) Given the product [C:13]([N:7]1[CH2:8][CH2:9][C:10]2[S:2][C:3]([CH:11]=[O:12])=[CH:4][C:5]=2[CH2:6]1)(=[O:15])[CH3:14], predict the reactants needed to synthesize it. The reactants are: Cl.[S:2]1[C:10]2[CH2:9][CH2:8][NH:7][CH2:6][C:5]=2[CH:4]=[C:3]1[CH:11]=[O:12].[C:13](Cl)(=[O:15])[CH3:14]. (5) The reactants are: [NH2:1][C@H:2]([C:5]([OH:7])=[O:6])[CH2:3][OH:4].S(Cl)([Cl:10])=O.[CH3:12]O. Given the product [ClH:10].[CH3:12][O:6][C:5](=[O:7])[C@H:2]([NH2:1])[CH2:3][OH:4], predict the reactants needed to synthesize it. (6) Given the product [CH2:1]([O:8][CH2:9][N:10]1[C:15](=[O:16])[C:14]([CH3:17])=[C:13]([C:18]2[CH:23]=[CH:22][C:21]([O:24][C:29]3[C:30]4[S:37][CH:36]=[CH:35][C:31]=4[N:32]=[CH:33][N:34]=3)=[CH:20][C:19]=2[CH3:25])[N:12]([CH3:26])[C:11]1=[O:27])[C:2]1[CH:7]=[CH:6][CH:5]=[CH:4][CH:3]=1, predict the reactants needed to synthesize it. The reactants are: [CH2:1]([O:8][CH2:9][N:10]1[C:15](=[O:16])[C:14]([CH3:17])=[C:13]([C:18]2[CH:23]=[CH:22][C:21]([OH:24])=[CH:20][C:19]=2[CH3:25])[N:12]([CH3:26])[C:11]1=[O:27])[C:2]1[CH:7]=[CH:6][CH:5]=[CH:4][CH:3]=1.Cl[C:29]1[C:30]2[S:37][CH:36]=[CH:35][C:31]=2[N:32]=[CH:33][N:34]=1.C(=O)([O-])[O-].[Cs+].[Cs+]. (7) Given the product [CH:1]1([CH:7]([NH:18][C:19]2[CH:24]=[CH:23][C:22]([C:25]([N:27]([CH3:35])[CH2:28][CH2:29][C:30]([OH:32])=[O:31])=[O:26])=[CH:21][CH:20]=2)[C:8]2[O:9][C:10]3[CH:17]=[CH:16][CH:15]=[CH:14][C:11]=3[C:12]=2[CH3:13])[CH2:6][CH2:5][CH2:4][CH2:3][CH2:2]1, predict the reactants needed to synthesize it. The reactants are: [CH:1]1([CH:7]([NH:18][C:19]2[CH:24]=[CH:23][C:22]([C:25]([N:27]([CH3:35])[CH2:28][CH2:29][C:30]([O:32]CC)=[O:31])=[O:26])=[CH:21][CH:20]=2)[C:8]2[O:9][C:10]3[CH:17]=[CH:16][CH:15]=[CH:14][C:11]=3[C:12]=2[CH3:13])[CH2:6][CH2:5][CH2:4][CH2:3][CH2:2]1.CCCCCC.C(O)C.[OH-].[Li+]. (8) Given the product [CH2:1]([O:3][C:4](=[O:23])[CH2:5][O:6][C:7]1[CH:12]=[CH:11][C:10]([S:13][C:14]2[CH:19]=[CH:18][C:17]([CH2:20][Cl:26])=[CH:16][CH:15]=2)=[CH:9][C:8]=1[CH3:22])[CH3:2], predict the reactants needed to synthesize it. The reactants are: [CH2:1]([O:3][C:4](=[O:23])[CH2:5][O:6][C:7]1[CH:12]=[CH:11][C:10]([S:13][C:14]2[CH:19]=[CH:18][C:17]([CH2:20]O)=[CH:16][CH:15]=2)=[CH:9][C:8]=1[CH3:22])[CH3:2].S(Cl)([Cl:26])=O. (9) Given the product [CH2:22]([NH:29][C:19]([C:12]1[N:13]([CH3:18])[C:14]2[C:10]([CH:11]=1)=[C:9]([OH:8])[CH:17]=[CH:16][CH:15]=2)=[O:21])[C:23]1[CH:28]=[CH:27][CH:26]=[CH:25][CH:24]=1, predict the reactants needed to synthesize it. The reactants are: C([O:8][C:9]1[CH:17]=[CH:16][CH:15]=[C:14]2[C:10]=1[CH:11]=[C:12]([C:19]([OH:21])=O)[N:13]2[CH3:18])C1C=CC=CC=1.[CH2:22]([NH2:29])[C:23]1[CH:28]=[CH:27][CH:26]=[CH:25][CH:24]=1. (10) The reactants are: [NH2:1][CH2:2][C:3]1[CH:13]=[CH:12][C:6]([C:7]([O:9]CC)=[O:8])=[C:5]([F:14])[C:4]=1[F:15].[C:16](=O)(ON1C(=O)CCC1=O)[O:17]N1C(=O)CCC1=O.[NH:34]1[CH2:39][CH2:38][CH:37]([CH2:40][OH:41])[CH2:36][CH2:35]1.[Li+].[OH-].Cl. Given the product [F:14][C:5]1[C:4]([F:15])=[C:3]([CH2:2][NH:1][C:16]([N:34]2[CH2:39][CH2:38][CH:37]([CH2:40][OH:41])[CH2:36][CH2:35]2)=[O:17])[CH:13]=[CH:12][C:6]=1[C:7]([OH:9])=[O:8], predict the reactants needed to synthesize it.